Dataset: Peptide-MHC class I binding affinity with 185,985 pairs from IEDB/IMGT. Task: Regression. Given a peptide amino acid sequence and an MHC pseudo amino acid sequence, predict their binding affinity value. This is MHC class I binding data. (1) The peptide sequence is VLDIGDAYF. The MHC is Mamu-B17 with pseudo-sequence Mamu-B17. The binding affinity (normalized) is 0.113. (2) The peptide sequence is IPPYCTIAPV. The MHC is HLA-B54:01 with pseudo-sequence HLA-B54:01. The binding affinity (normalized) is 0.584. (3) The peptide sequence is QAISPRTLNAW. The MHC is HLA-A68:02 with pseudo-sequence HLA-A68:02. The binding affinity (normalized) is 0.00322. (4) The peptide sequence is ICSCGAFKV. The MHC is HLA-A02:02 with pseudo-sequence HLA-A02:02. The binding affinity (normalized) is 0.227. (5) The peptide sequence is CVFKFIVAK. The MHC is HLA-B58:01 with pseudo-sequence HLA-B58:01. The binding affinity (normalized) is 0.0847. (6) The peptide sequence is SEYDYVIFT. The MHC is HLA-B18:01 with pseudo-sequence HLA-B18:01. The binding affinity (normalized) is 0.252. (7) The peptide sequence is HELSLFWPL. The MHC is HLA-B40:01 with pseudo-sequence HLA-B40:01. The binding affinity (normalized) is 0.898. (8) The peptide sequence is KLDNHDILTY. The MHC is HLA-A31:01 with pseudo-sequence HLA-A31:01. The binding affinity (normalized) is 0.156.